This data is from NCI-60 drug combinations with 297,098 pairs across 59 cell lines. The task is: Regression. Given two drug SMILES strings and cell line genomic features, predict the synergy score measuring deviation from expected non-interaction effect. (1) Drug 1: C1C(C(OC1N2C=NC3=C(N=C(N=C32)Cl)N)CO)O. Drug 2: C1CC(=O)NC(=O)C1N2C(=O)C3=CC=CC=C3C2=O. Cell line: T-47D. Synergy scores: CSS=17.4, Synergy_ZIP=0.686, Synergy_Bliss=0.493, Synergy_Loewe=-12.1, Synergy_HSA=-2.66. (2) Drug 1: COC1=CC(=CC(=C1O)OC)C2C3C(COC3=O)C(C4=CC5=C(C=C24)OCO5)OC6C(C(C7C(O6)COC(O7)C8=CC=CS8)O)O. Drug 2: CN(CCCl)CCCl.Cl. Cell line: SK-MEL-28. Synergy scores: CSS=13.9, Synergy_ZIP=-4.74, Synergy_Bliss=8.14, Synergy_Loewe=-14.1, Synergy_HSA=3.14. (3) Drug 1: CC(C1=C(C=CC(=C1Cl)F)Cl)OC2=C(N=CC(=C2)C3=CN(N=C3)C4CCNCC4)N. Drug 2: C1=CC=C(C(=C1)C(C2=CC=C(C=C2)Cl)C(Cl)Cl)Cl. Cell line: CAKI-1. Synergy scores: CSS=14.6, Synergy_ZIP=2.32, Synergy_Bliss=3.27, Synergy_Loewe=-7.58, Synergy_HSA=3.28. (4) Drug 1: CCCCCOC(=O)NC1=NC(=O)N(C=C1F)C2C(C(C(O2)C)O)O. Drug 2: COC1=C2C(=CC3=C1OC=C3)C=CC(=O)O2. Cell line: HCC-2998. Synergy scores: CSS=18.6, Synergy_ZIP=-3.70, Synergy_Bliss=-6.24, Synergy_Loewe=3.94, Synergy_HSA=-0.994. (5) Drug 1: CCC(=C(C1=CC=CC=C1)C2=CC=C(C=C2)OCCN(C)C)C3=CC=CC=C3.C(C(=O)O)C(CC(=O)O)(C(=O)O)O. Drug 2: C1=NC(=NC(=O)N1C2C(C(C(O2)CO)O)O)N. Cell line: K-562. Synergy scores: CSS=29.6, Synergy_ZIP=-11.1, Synergy_Bliss=-15.5, Synergy_Loewe=-13.4, Synergy_HSA=-11.9. (6) Drug 1: C1CCN(CC1)CCOC2=CC=C(C=C2)C(=O)C3=C(SC4=C3C=CC(=C4)O)C5=CC=C(C=C5)O. Synergy scores: CSS=-5.23, Synergy_ZIP=4.39, Synergy_Bliss=3.33, Synergy_Loewe=-3.87, Synergy_HSA=-2.93. Cell line: M14. Drug 2: C1=NC2=C(N=C(N=C2N1C3C(C(C(O3)CO)O)O)F)N. (7) Drug 1: CN1CCC(CC1)COC2=C(C=C3C(=C2)N=CN=C3NC4=C(C=C(C=C4)Br)F)OC. Drug 2: C1=CN(C=N1)CC(O)(P(=O)(O)O)P(=O)(O)O. Cell line: SK-MEL-2. Synergy scores: CSS=0.996, Synergy_ZIP=0.766, Synergy_Bliss=3.90, Synergy_Loewe=1.46, Synergy_HSA=1.73. (8) Drug 1: CS(=O)(=O)OCCCCOS(=O)(=O)C. Drug 2: N.N.Cl[Pt+2]Cl. Cell line: SK-OV-3. Synergy scores: CSS=3.91, Synergy_ZIP=-7.01, Synergy_Bliss=-0.586, Synergy_Loewe=-18.3, Synergy_HSA=-4.52.